From a dataset of Retrosynthesis with 50K atom-mapped reactions and 10 reaction types from USPTO. Predict the reactants needed to synthesize the given product. (1) Given the product NCCCN1CCC[C@@H]1Cn1nc(Cc2ccc(Cl)cc2)c2ccccc2c1=O, predict the reactants needed to synthesize it. The reactants are: CC(C)(C)OC(=O)NCCCN1CCC[C@@H]1Cn1nc(Cc2ccc(Cl)cc2)c2ccccc2c1=O. (2) Given the product CC(C)=CC[C@H]1C[C@@]23C[C@@H](CC=C(C)C)C(C)(C)[C@@](CC=C(C)C)(C(=O)C(C(=O)c4ccc(O)c(O)c4)=C2OC1(C)C)C3=O, predict the reactants needed to synthesize it. The reactants are: C=C(C)[C@@H](CC=C(C)C)C[C@@]12C[C@@H](CC=C(C)C)C(C)(C)[C@@](CC=C(C)C)(C(=O)C(C(=O)c3ccc(O)c(O)c3)=C1O)C2=O. (3) Given the product O=C(O)[C@H]1C[C@@H](CP(=O)(O)O)CCN1C(=O)c1ccccc1, predict the reactants needed to synthesize it. The reactants are: O=C(Cl)c1ccccc1.O=C(O)[C@H]1C[C@@H](CP(=O)(O)O)CCN1. (4) Given the product C=CCNc1nc(NC(=O)NC(C)(C)C)c2cc([N+](=O)[O-])ccc2n1, predict the reactants needed to synthesize it. The reactants are: C=CCNc1nc(N)c2cc([N+](=O)[O-])ccc2n1.CC(C)(C)N=C=O. (5) Given the product COC(=O)c1cc(F)c(OCC(C2CCCCC2)n2c(-c3ccc(Cl)cc3)nc3cc(F)c(F)cc32)c(F)c1, predict the reactants needed to synthesize it. The reactants are: COC(=O)c1cc(F)c(O)c(F)c1.OCC(C1CCCCC1)n1c(-c2ccc(Cl)cc2)nc2cc(F)c(F)cc21. (6) The reactants are: CNc1nccc(C(C)Nc2ccccc2C(=O)Nc2ccc3c(c2)CN(C(=O)OC(C)(C)C)CC3(C)C)n1. Given the product CNc1nccc(C(C)Nc2ccccc2C(=O)Nc2ccc3c(c2)CNCC3(C)C)n1, predict the reactants needed to synthesize it. (7) Given the product O=C(N[C@H]1CCCC[C@H]1O)c1cnc(OCC(F)(F)F)c(-c2ccc(Cl)c(Cl)c2)c1, predict the reactants needed to synthesize it. The reactants are: O=C(N[C@H]1CCCC[C@H]1O)c1cnc(OCC(F)(F)F)c(Br)c1.OB(O)c1ccc(Cl)c(Cl)c1.